This data is from Catalyst prediction with 721,799 reactions and 888 catalyst types from USPTO. The task is: Predict which catalyst facilitates the given reaction. (1) The catalyst class is: 2. Product: [Cl:1][C:2]1[C:10]([CH3:11])=[N:9][C:8]2[N:4]([N:5]=[C:6]3[CH2:14][N:13]([C:15]([C:17]4[CH:22]=[CH:21][CH:20]=[CH:19][C:18]=4[O:23][CH:24]4[CH2:29][CH2:28][N:27]([S:32]([CH3:31])(=[O:34])=[O:33])[CH2:26][CH2:25]4)=[O:16])[CH2:12][C:7]3=2)[C:3]=1[CH3:30]. Reactant: [Cl:1][C:2]1[C:10]([CH3:11])=[N:9][C:8]2[N:4]([N:5]=[C:6]3[CH2:14][N:13]([C:15]([C:17]4[CH:22]=[CH:21][CH:20]=[CH:19][C:18]=4[O:23][CH:24]4[CH2:29][CH2:28][NH:27][CH2:26][CH2:25]4)=[O:16])[CH2:12][C:7]3=2)[C:3]=1[CH3:30].[CH3:31][S:32](Cl)(=[O:34])=[O:33]. (2) Reactant: C[O:2][C:3](=[O:37])[C:4]([CH3:36])([C:6]1[CH:11]=[CH:10][C:9]([C:12]2[CH:17]=[CH:16][C:15]([N:18]3[C:22]([NH:23][C:24]([O:26][C@@H:27]([C:29]4[CH:34]=[CH:33][CH:32]=[CH:31][CH:30]=4)[CH3:28])=[O:25])=[C:21]([CH3:35])[N:20]=[N:19]3)=[CH:14][CH:13]=2)=[CH:8][CH:7]=1)[CH3:5].C1COCC1.CO.[OH-].[Na+]. Product: [CH3:5][C:4]([C:6]1[CH:7]=[CH:8][C:9]([C:12]2[CH:17]=[CH:16][C:15]([N:18]3[C:22]([NH:23][C:24]([O:26][C@@H:27]([C:29]4[CH:30]=[CH:31][CH:32]=[CH:33][CH:34]=4)[CH3:28])=[O:25])=[C:21]([CH3:35])[N:20]=[N:19]3)=[CH:14][CH:13]=2)=[CH:10][CH:11]=1)([CH3:36])[C:3]([OH:37])=[O:2]. The catalyst class is: 6. (3) Reactant: [CH2:1]([O:3][C:4](=[O:22])[CH2:5][C:6]1[CH:11]=[CH:10][CH:9]=[C:8]([O:12][C:13]2[CH:18]=[CH:17][C:16]([Br:19])=[CH:15][C:14]=2[CH:20]=[O:21])[CH:7]=1)[CH3:2].[BH4-].[Na+]. Product: [CH2:1]([O:3][C:4](=[O:22])[CH2:5][C:6]1[CH:11]=[CH:10][CH:9]=[C:8]([O:12][C:13]2[CH:18]=[CH:17][C:16]([Br:19])=[CH:15][C:14]=2[CH2:20][OH:21])[CH:7]=1)[CH3:2]. The catalyst class is: 5. (4) Reactant: Cl[C:2]1[N:7]=[C:6]([O:8][C:9]2[CH:35]=[CH:34][CH:33]=[CH:32][C:10]=2[CH2:11][NH:12][C:13]([NH:15][C:16]2[N:20]([C:21]3[CH:26]=[CH:25][C:24]([CH3:27])=[CH:23][CH:22]=3)[N:19]=[C:18]([C:28]([CH3:31])([CH3:30])[CH3:29])[CH:17]=2)=[O:14])[CH:5]=[CH:4][N:3]=1.[CH3:36][O:37][CH2:38][CH2:39][N:40]1[CH2:45][CH2:44][NH:43][CH2:42][CH2:41]1.C(N(CC)C(C)C)(C)C.C(=O)(O)[O-].[Na+]. Product: [CH3:36][O:37][CH2:38][CH2:39][N:40]1[CH2:45][CH2:44][N:43]([C:2]2[N:7]=[C:6]([O:8][C:9]3[CH:35]=[CH:34][CH:33]=[CH:32][C:10]=3[CH2:11][NH:12][C:13]([NH:15][C:16]3[N:20]([C:21]4[CH:22]=[CH:23][C:24]([CH3:27])=[CH:25][CH:26]=4)[N:19]=[C:18]([C:28]([CH3:29])([CH3:31])[CH3:30])[CH:17]=3)=[O:14])[CH:5]=[CH:4][N:3]=2)[CH2:42][CH2:41]1. The catalyst class is: 8. (5) Reactant: [CH3:1][N:2]1[CH2:7][CH2:6][NH:5][CH2:4][CH2:3]1.Br[C:9]1[CH:14]=[CH:13][C:12]([C:15]([F:18])([F:17])[F:16])=[CH:11][C:10]=1F.CC1(C)C(C)(C)OB([C:28]2[CH:37]=[CH:36][CH:35]=[C:34]3[C:29]=2[CH2:30][CH2:31][N:32]([C:38]([O:40][C:41]([CH3:44])([CH3:43])[CH3:42])=[O:39])[CH2:33]3)O1.P([O-])([O-])([O-])=O.[K+].[K+].[K+]. Product: [CH3:1][N:2]1[CH2:7][CH2:6][N:5]([C:10]2[CH:11]=[C:12]([C:15]([F:18])([F:17])[F:16])[CH:13]=[CH:14][C:9]=2[C:28]2[CH:37]=[CH:36][CH:35]=[C:34]3[C:29]=2[CH2:30][CH2:31][N:32]([C:38]([O:40][C:41]([CH3:44])([CH3:43])[CH3:42])=[O:39])[CH2:33]3)[CH2:4][CH2:3]1. The catalyst class is: 127. (6) Reactant: [OH:1][C:2]1[CH:7]=[CH:6][C:5]([CH2:8][CH2:9][C:10]([O:12][CH2:13][CH3:14])=[O:11])=[CH:4][C:3]=1[O:15][CH3:16].[CH2:17](Br)[C:18]#[CH:19].C(=O)([O-])[O-].[K+].[K+].C(#N)C. Product: [CH3:16][O:15][C:3]1[CH:4]=[C:5]([CH2:8][CH2:9][C:10]([O:12][CH2:13][CH3:14])=[O:11])[CH:6]=[CH:7][C:2]=1[O:1][CH2:19][C:18]#[CH:17]. The catalyst class is: 13. (7) Reactant: [CH2:1]([C:8]1[CH:17]=[C:16]2[C:11]([CH:12]=[C:13]([C:22]([OH:24])=[O:23])[CH:14]([C:18]([F:21])([F:20])[F:19])[O:15]2)=[CH:10][C:9]=1[Cl:25])[C:2]1[CH:7]=[CH:6][CH:5]=[CH:4][CH:3]=1. Product: [CH2:1]([C:8]1[CH:17]=[C:16]2[C:11]([CH:12]=[C:13]([C:22]([OH:24])=[O:23])[C@@H:14]([C:18]([F:20])([F:21])[F:19])[O:15]2)=[CH:10][C:9]=1[Cl:25])[C:2]1[CH:3]=[CH:4][CH:5]=[CH:6][CH:7]=1. The catalyst class is: 5.